Predict the reaction yield, written as a fraction of the theoretical maximum amount of product (1.0 means a 100% yield; for example, 0.34 means a 34% yield). From a dataset of Reaction yield outcomes from USPTO patents with 853,638 reactions. (1) The reactants are C([NH:11][CH2:12][CH2:13][CH2:14][CH2:15][C:16]1[CH:21]=[CH:20][C:19](OCCOC)=[CH:18][CH:17]=1)(OCC1C=CC=CC=1)=O.[C:27](O)(=[O:29])C.[H][H].[CH2:33]([OH:35])[CH3:34]. The catalyst is [Pd]. The product is [O:35]([CH:15]([C:16]1[CH:17]=[CH:18][CH:19]=[CH:20][CH:21]=1)[CH2:14][CH2:13][CH2:12][NH2:11])[CH2:33][CH2:34][O:29][CH3:27]. The yield is 0.920. (2) The reactants are [Cl:1][C:2]1[CH:3]=[C:4]([CH:6]=[CH:7][CH:8]=1)[NH2:5].Cl[C:10]([O:12][CH2:13][CH3:14])=[O:11].Cl. The catalyst is N1C=CC=CC=1. The product is [Cl:1][C:2]1[CH:3]=[C:4]([NH:5][C:10](=[O:11])[O:12][CH2:13][CH3:14])[CH:6]=[CH:7][CH:8]=1. The yield is 1.00. (3) The reactants are Cl[C:2]1[C:3]([C:11]([O:13][CH2:14][CH3:15])=[O:12])=[N:4][N:5]([CH3:10])[C:6](=[O:9])[C:7]=1[CH3:8].[F:16][C:17]1[CH:23]=[C:22]([S:24][CH3:25])[CH:21]=[CH:20][C:18]=1[NH2:19]. No catalyst specified. The product is [F:16][C:17]1[CH:23]=[C:22]([S:24][CH3:25])[CH:21]=[CH:20][C:18]=1[NH:19][C:2]1[C:3]([C:11]([O:13][CH2:14][CH3:15])=[O:12])=[N:4][N:5]([CH3:10])[C:6](=[O:9])[C:7]=1[CH3:8]. The yield is 0.810. (4) The reactants are [CH:1]1([CH:7]([C:9]2[C:10]([CH3:22])=[N:11][N:12]([C:14]3[CH:19]=[CH:18][C:17]([F:20])=[CH:16][C:15]=3[CH3:21])[CH:13]=2)O)[CH2:6][CH2:5][CH2:4][CH2:3][CH2:2]1.[NH2:23][C:24]1[CH:29]=[CH:28][C:27]([C:30]([N:32]([CH3:40])[CH2:33][CH2:34][C:35]([O:37]CC)=[O:36])=[O:31])=[CH:26][CH:25]=1. No catalyst specified. The product is [F:20][C:17]1[CH:18]=[CH:19][C:14]([N:12]2[CH:13]=[C:9]([CH:7]([NH:23][C:24]3[CH:25]=[CH:26][C:27]([C:30]([N:32]([CH3:40])[CH2:33][CH2:34][C:35]([OH:37])=[O:36])=[O:31])=[CH:28][CH:29]=3)[CH:1]3[CH2:6][CH2:5][CH2:4][CH2:3][CH2:2]3)[C:10]([CH3:22])=[N:11]2)=[C:15]([CH3:21])[CH:16]=1. The yield is 0.600.